This data is from Forward reaction prediction with 1.9M reactions from USPTO patents (1976-2016). The task is: Predict the product of the given reaction. (1) Given the reactants CO[C:3](=[O:19])[C:4]1[CH:9]=[CH:8][C:7]([C:10]2[N:11]=[C:12]([S:15]([CH3:18])(=[O:17])=[O:16])[S:13][CH:14]=2)=[CH:6][CH:5]=1.[CH3:20][C@@H:21]1[CH2:25][CH2:24][CH2:23][N:22]1[CH2:26][C@@H:27]1[CH2:31][CH2:30][CH2:29][NH:28]1, predict the reaction product. The product is: [CH3:18][S:15]([C:12]1[S:13][CH:14]=[C:10]([C:7]2[CH:6]=[CH:5][C:4]([C:3]([N:28]3[CH2:29][CH2:30][CH2:31][C@H:27]3[CH2:26][N:22]3[CH2:23][CH2:24][CH2:25][C@H:21]3[CH3:20])=[O:19])=[CH:9][CH:8]=2)[N:11]=1)(=[O:16])=[O:17]. (2) Given the reactants C(O)C.[Cl:4][C:5]1[C:6]([C:11]2[CH:12]=[C:13]3[C:17](=[CH:18][CH:19]=2)[N:16]([CH3:20])[N:15]=[C:14]3[N:21]2C(=O)C3C(=CC=CC=3)C2=O)=[N:7][CH:8]=[CH:9][CH:10]=1.O.NN, predict the reaction product. The product is: [Cl:4][C:5]1[C:6]([C:11]2[CH:12]=[C:13]3[C:17](=[CH:18][CH:19]=2)[N:16]([CH3:20])[N:15]=[C:14]3[NH2:21])=[N:7][CH:8]=[CH:9][CH:10]=1. (3) Given the reactants FC(F)(F)C(O)=O.[Cl:8][C:9]1[N:10]=[C:11]2[C:16]([NH:17]C(=O)OC(C)(C)C)=[N:15][C@@:14]([C:26]3[CH:31]=[C:30]([NH:32][C:33]([C:35]4[CH:40]=[CH:39][C:38]([F:41])=[CH:37][N:36]=4)=[O:34])[CH:29]=[CH:28][C:27]=3[F:42])([CH3:25])[CH2:13][N:12]2[C:43]=1[C:44]#[N:45], predict the reaction product. The product is: [NH2:17][C:16]1[C:11]2[N:12]([C:43]([C:44]#[N:45])=[C:9]([Cl:8])[N:10]=2)[CH2:13][C@:14]([C:26]2[CH:31]=[C:30]([NH:32][C:33]([C:35]3[CH:40]=[CH:39][C:38]([F:41])=[CH:37][N:36]=3)=[O:34])[CH:29]=[CH:28][C:27]=2[F:42])([CH3:25])[N:15]=1. (4) Given the reactants [CH3:1][O:2][C:3]1[CH:4]=[C:5](/[CH:15]=[CH:16]/[C:17]([O:19][CH2:20][CH2:21][CH2:22][CH2:23][CH2:24][CH2:25][OH:26])=[O:18])[CH:6]=[CH:7][C:8]=1[O:9][CH2:10][CH2:11][CH2:12][CH2:13][CH3:14].[C:27]([OH:33])(=O)[CH2:28][C:29]([OH:31])=[O:30], predict the reaction product. The product is: [C:29]([O:31][CH2:25][CH2:24][CH2:23][CH2:22][CH2:21][CH2:20][O:19][C:17](=[O:18])/[CH:16]=[CH:15]/[C:5]1[CH:6]=[CH:7][C:8]([O:9][CH2:10][CH2:11][CH2:12][CH2:13][CH3:14])=[C:3]([O:2][CH3:1])[CH:4]=1)(=[O:30])[CH2:28][C:27]([O:26][CH2:25][CH2:24][CH2:23][CH2:22][CH2:21][CH2:20][O:19][C:17](=[O:18])/[CH:16]=[CH:15]/[C:5]1[CH:6]=[CH:7][C:8]([O:9][CH2:10][CH2:11][CH2:12][CH2:13][CH3:14])=[C:3]([O:2][CH3:1])[CH:4]=1)=[O:33].